Dataset: Reaction yield outcomes from USPTO patents with 853,638 reactions. Task: Predict the reaction yield, written as a fraction of the theoretical maximum amount of product (1.0 means a 100% yield; for example, 0.34 means a 34% yield). (1) The catalyst is CN(C=O)C.C(OCC)(=O)C. The reactants are [CH2:1]([O:8][C:9]([C:11]1[CH:16]=[CH:15][C:14]([OH:17])=[C:13]([C:18]([O:20][CH2:21][C:22]2[CH:27]=[CH:26][CH:25]=[CH:24][CH:23]=2)=[O:19])[CH:12]=1)=[O:10])[C:2]1[CH:7]=[CH:6][CH:5]=[CH:4][CH:3]=1.C(=O)([O-])[O-].[K+].[K+].[CH3:34][O:35][C:36](=[O:39])[CH2:37]Br. The yield is 0.540. The product is [CH2:1]([O:8][C:9](=[O:10])[C:11]1[CH:16]=[CH:15][C:14]([O:17][CH2:37][C:36]([O:35][CH3:34])=[O:39])=[C:13]([C:18]([O:20][CH2:21][C:22]2[CH:27]=[CH:26][CH:25]=[CH:24][CH:23]=2)=[O:19])[CH:12]=1)[C:2]1[CH:3]=[CH:4][CH:5]=[CH:6][CH:7]=1. (2) The reactants are [C:1](OC(O[C:1]([CH3:4])([CH3:3])[CH3:2])N(C)C)([CH3:4])([CH3:3])[CH3:2].[Br:15][C:16]1[C:24]2[C:19](=[N:20][CH:21]=[C:22]([C:25]3[CH:26]=[C:27]([CH:31]=[CH:32][C:33]=3[CH3:34])[C:28]([OH:30])=[O:29])[CH:23]=2)[O:18][C:17]=1[C:35]1[CH:40]=[CH:39][C:38]([F:41])=[CH:37][CH:36]=1. The catalyst is C1(C)C=CC=CC=1. The product is [Br:15][C:16]1[C:24]2[C:19](=[N:20][CH:21]=[C:22]([C:25]3[CH:26]=[C:27]([CH:31]=[CH:32][C:33]=3[CH3:34])[C:28]([O:30][C:1]([CH3:4])([CH3:3])[CH3:2])=[O:29])[CH:23]=2)[O:18][C:17]=1[C:35]1[CH:36]=[CH:37][C:38]([F:41])=[CH:39][CH:40]=1. The yield is 0.700. (3) The reactants are [F:1][C:2]1[CH:3]=[C:4]([CH:11]=[CH:12][C:13]=1[F:14])[CH2:5][CH:6]([C:9]#[N:10])[C:7]#[N:8].[H-].[Na+].Br[CH2:18][CH2:19][C:20]([F:23])([F:22])[F:21]. The catalyst is CN(C)C=O. The product is [F:1][C:2]1[CH:3]=[C:4]([CH:11]=[CH:12][C:13]=1[F:14])[CH2:5][C:6]([CH2:18][CH2:19][C:20]([F:23])([F:22])[F:21])([C:7]#[N:8])[C:9]#[N:10]. The yield is 0.210.